This data is from Full USPTO retrosynthesis dataset with 1.9M reactions from patents (1976-2016). The task is: Predict the reactants needed to synthesize the given product. (1) Given the product [CH2:10]([O:17][C:18]1[CH:23]=[CH:22][C:21]([C:24]2([CH:27]=[O:35])[CH2:26][CH2:25]2)=[CH:20][C:19]=1[O:29][CH3:30])[C:11]1[CH:16]=[CH:15][CH:14]=[CH:13][CH:12]=1, predict the reactants needed to synthesize it. The reactants are: CC(C[AlH]CC(C)C)C.[CH2:10]([O:17][C:18]1[CH:23]=[CH:22][C:21]([C:24]2([C:27]#N)[CH2:26][CH2:25]2)=[CH:20][C:19]=1[O:29][CH3:30])[C:11]1[CH:16]=[CH:15][CH:14]=[CH:13][CH:12]=1.Cl.C1C[O:35]CC1. (2) The reactants are: [F:1][C:2]1[C:3]([N:12]2[N:16]=[CH:15][CH:14]=[N:13]2)=[C:4]([CH:8]=[CH:9][C:10]=1[CH3:11])[C:5]([OH:7])=O.[CH3:17][C@@H:18]1[CH2:23][CH2:22][CH2:21][NH:20][C@@H:19]1[CH2:24][N:25]1C(=O)C2C(=CC=CC=2)C1=O.Cl[C:37]1[CH:42]=[CH:41][C:40]([C:43]([F:46])([F:45])[F:44])=[CH:39][N:38]=1. Given the product [F:1][C:2]1[C:3]([N:12]2[N:16]=[CH:15][CH:14]=[N:13]2)=[C:4]([C:5]([N:20]2[CH2:21][CH2:22][CH2:23][C@@H:18]([CH3:17])[C@H:19]2[CH2:24][NH:25][C:37]2[CH:42]=[CH:41][C:40]([C:43]([F:46])([F:45])[F:44])=[CH:39][N:38]=2)=[O:7])[CH:8]=[CH:9][C:10]=1[CH3:11], predict the reactants needed to synthesize it. (3) Given the product [F:21][C:2]([F:1])([F:20])[C:3]1[CH:8]=[CH:7][C:6]([NH:9][C:10]2[C:11]3[CH2:19][N:18]([C:23]4[CH:24]=[CH:25][CH:26]=[CH:27][C:22]=4[CH3:31])[CH2:17][CH2:16][C:12]=3[N:13]=[CH:14][N:15]=2)=[CH:5][CH:4]=1, predict the reactants needed to synthesize it. The reactants are: [F:1][C:2]([F:21])([F:20])[C:3]1[CH:8]=[CH:7][C:6]([NH:9][C:10]2[C:11]3[CH2:19][NH:18][CH2:17][CH2:16][C:12]=3[N:13]=[CH:14][N:15]=2)=[CH:5][CH:4]=1.[C:22]1([CH3:31])[CH:27]=[CH:26][CH:25]=[CH:24][C:23]=1B(O)O.C(N(CC)CC)C. (4) Given the product [CH3:3][C:4]1[N:8]=[C:7]([N:9]2[CH2:10][CH2:11][CH:12]([NH2:15])[CH2:13][CH2:14]2)[S:6][N:5]=1, predict the reactants needed to synthesize it. The reactants are: Cl.Cl.[CH3:3][C:4]1[N:8]=[C:7]([N:9]2[CH2:14][CH2:13][CH:12]([NH2:15])[CH2:11][CH2:10]2)[S:6][N:5]=1.[OH-].[Na+]. (5) Given the product [F:11][C:12]1[CH:13]=[CH:14][C:15]([C:18]2[N:22]([CH3:23])[N:21]=[C:20]([C:24]3[CH:25]=[C:26]([C:30]([NH:33][S:5]([NH:4][CH2:3][C:2]([F:10])([F:9])[F:1])(=[O:7])=[O:6])([CH3:31])[CH3:32])[CH:27]=[CH:28][CH:29]=3)[CH:19]=2)=[CH:16][CH:17]=1, predict the reactants needed to synthesize it. The reactants are: [F:1][C:2]([F:10])([F:9])[CH2:3][NH:4][S:5](Cl)(=[O:7])=[O:6].[F:11][C:12]1[CH:17]=[CH:16][C:15]([C:18]2[N:22]([CH3:23])[N:21]=[C:20]([C:24]3[CH:25]=[C:26]([C:30]([NH2:33])([CH3:32])[CH3:31])[CH:27]=[CH:28][CH:29]=3)[CH:19]=2)=[CH:14][CH:13]=1.CCN(CC)CC.